This data is from Antibody developability classification from SAbDab with 2,409 antibodies. The task is: Regression/Classification. Given an antibody's heavy chain and light chain sequences, predict its developability. TAP uses regression for 5 developability metrics; SAbDab uses binary classification. (1) Result: 1 (developable). The antibody is ['QVQLLQSGAQVKKTGASMRISCKTSGYTFLNCPINWVRQAPGRGLEWMGWMKPRGGAVNYPQKFQGRVTMTRDMSTDTAFLDMSNLRSDDTAVYFCARGKYCTASDYYNWDFEHWGRGTLVTVSS', 'EIVLTQSPGTLSLSPGERATLSCRTSQYGSLAWYQQRPGQAPRLVIYGGSSRATGIPDRFTGSRSGADYTLTINRLEPEDFGIYYCQQYEFFGQGTKVEVD']. (2) The antibody is ['QVQLVQSGAEVVKPGASVKVSCKASGYAFSSSWMNWVRQAPGQGLEWIGRIYPGDGDTNYAQKFQGKATLTADKSTSTAYMELSSLRSEDTAVYFCAREYDEAYWGQGTLVTVSS', 'DIQMTQTPLSLSVTPGQPASISCKSSQSLLYSNGKTYLNWLLQKPGQSPKRLIYLVSKLDSGVPDRFSGSGSGTDFTLKISRVEAEDVGVYYCVQGTHFPQTFGGGTKVEIK']. Result: 0 (not developable). (3) The antibody is ['EVQLVESGGGLVQPGGSLRLSCAVSGFTFSDNGMAWVRQAPGKGLEWVSFISNLAYSIDYADTVTGRFTISRDNAKNSLYLQMNSLRAEDTAVYYCVSGTWFAYWGQGTLVTVSS', 'DIVMTQSPLSLPVTPGEPASISCRVSQSLLHSNGYTYLHWYLQKPGQSPQLLIYKVSNRFSGVPDRFSGSGSGTDFTLKISRVEAEDVGVYYCSQTRHVPYTFGGGTKVEIK']. Result: 0 (not developable). (4) The antibody is ['DVKLVESGGGLVKPGRSLKLSCAASGFTFSDYYMFWVRQTPEQRLEWVATISDGGAYTYYPDSVKGRFTISRDNAKNNLYLQMNSLKSEDTGMYYCARDPLEYYGMDYWGQGTSVAVSS', 'NIVMTQTPLSLPVSLGDQASISCRSSQSLVHSNGNTYLHWYLQKPGQSPKLLIYTVSNRFSGVPDRFSGSGSGTDFTLKISRVEAEDLGVYFCSQSTHFPTFGGGTKLEIK']. Result: 0 (not developable). (5) The antibody is ['QVQLVESGGGLVQPGRSLRLSCAASGFTVHSSYYMAWVRQAPGKGLEWVGAIFTGSGAEYKAEWAKGRVTISKDTSKNQVVLTMTNMDPVDTATYYCASDAGYDYPTHAMHYWGQGTLVTVSS', 'DIQMTQSPSSLSASVGDRVTITCRASQGISSSLAWYQQKPGKAPKLLIYGASETESGVPSRFSGSGSGTDFTLTISSLQPEDFATYYCQNTKVGSSYGNTFGGGTKVEIK']. Result: 0 (not developable). (6) The antibody is ['EVQLQESGPSLVKPSQTLSLTCSVTGVSITSGYWNWIRKFPGNKFEYMGYISKSGSAYYNPSLKSRISFTRDTSKNQFYLKLNSVTTEDTATYYCAIDDFDIWGAGTTVTVSS', 'DVVMTQSPVSLPVSLGDQASISCRSSQSLGHSSGNTYLHWFLQKPGQSPKLLIYKVSNRFSGVPDRFSGSGSGTDFTFKISRVEAEDLGVYFCFQTTHDPYTFGGGTKLEIK']. Result: 1 (developable).